From a dataset of Kir2.1 potassium channel HTS with 301,493 compounds. Binary Classification. Given a drug SMILES string, predict its activity (active/inactive) in a high-throughput screening assay against a specified biological target. The molecule is S(=O)(=O)(Nc1cc(ccc1)C(F)(F)F)c1c(onc1C)C. The result is 0 (inactive).